From a dataset of Forward reaction prediction with 1.9M reactions from USPTO patents (1976-2016). Predict the product of the given reaction. (1) Given the reactants C([O:8][C:9]1[N:14]=[C:13]([N:15]2[CH2:20][CH2:19][CH:18]([N:21]3[C:29]4[C:24](=[N:25][CH:26]=[CH:27][CH:28]=4)[NH:23][C:22]3=[O:30])[CH2:17][CH2:16]2)[CH:12]=[C:11]([C:31]([C:33]2[CH:43]=[C:42]([CH3:44])[C:36]3[N:37]([CH3:41])[C:38](=[O:40])[O:39][C:35]=3[CH:34]=2)=[O:32])[CH:10]=1)C1C=CC=CC=1.Cl.N1C=CC=CC=1, predict the reaction product. The product is: [CH3:41][N:37]1[C:36]2[C:42]([CH3:44])=[CH:43][C:33]([C:31]([C:11]3[CH:12]=[C:13]([N:15]4[CH2:16][CH2:17][CH:18]([N:21]5[C:29]6[C:24](=[N:25][CH:26]=[CH:27][CH:28]=6)[NH:23][C:22]5=[O:30])[CH2:19][CH2:20]4)[NH:14][C:9](=[O:8])[CH:10]=3)=[O:32])=[CH:34][C:35]=2[O:39][C:38]1=[O:40]. (2) Given the reactants [F:1][C:2]1[CH:7]=[CH:6][CH:5]=[CH:4][C:3]=1[N:8]1[C:12]([CH:13]2[CH2:18][CH2:17][O:16][CH2:15][CH2:14]2)=[C:11]([C:19]([OH:21])=O)[N:10]=[N:9]1.[F:22][C:23]1[CH:28]=[CH:27][CH:26]=[CH:25][C:24]=1[C:29](=[NH:32])[NH:30]O, predict the reaction product. The product is: [F:22][C:23]1[CH:28]=[CH:27][CH:26]=[CH:25][C:24]=1[C:29]1[N:32]=[C:19]([C:11]2[N:10]=[N:9][N:8]([C:3]3[CH:4]=[CH:5][CH:6]=[CH:7][C:2]=3[F:1])[C:12]=2[CH:13]2[CH2:14][CH2:15][O:16][CH2:17][CH2:18]2)[O:21][N:30]=1. (3) Given the reactants [CH3:1][N:2]([CH3:37])[C:3]([C:5]1[CH:10]=[CH:9][C:8]([N:11]([C:30](=[O:36])[CH2:31][C:32]([O:34][CH3:35])=[O:33])[C:12]2[C:13]([C:26](OC)=[O:27])=[N:14][CH:15]=[C:16]([CH2:18][C:19]3[CH:24]=[CH:23][C:22]([F:25])=[CH:21][CH:20]=3)[CH:17]=2)=[CH:7][CH:6]=1)=[O:4].C[O-].[Na+], predict the reaction product. The product is: [CH3:1][N:2]([CH3:37])[C:3]([C:5]1[CH:10]=[CH:9][C:8]([N:11]2[C:12]3[C:13](=[N:14][CH:15]=[C:16]([CH2:18][C:19]4[CH:24]=[CH:23][C:22]([F:25])=[CH:21][CH:20]=4)[CH:17]=3)[C:26]([OH:27])=[C:31]([C:32]([O:34][CH3:35])=[O:33])[C:30]2=[O:36])=[CH:7][CH:6]=1)=[O:4].